Dataset: Forward reaction prediction with 1.9M reactions from USPTO patents (1976-2016). Task: Predict the product of the given reaction. (1) The product is: [Cl:27][C:28]1[CH:35]=[CH:34][C:31]([N:32]([CH3:33])[C:2]2[N:3]=[C:4]([NH:12][C:13]3[CH:18]=[CH:17][C:16]([N:19]4[CH:23]=[C:22]([CH3:24])[N:21]=[CH:20]4)=[C:15]([O:25][CH3:26])[CH:14]=3)[N:5]=[C:6]([O:8][CH:9]([CH3:11])[CH3:10])[N:7]=2)=[CH:30][CH:29]=1. Given the reactants Cl[C:2]1[N:7]=[C:6]([O:8][CH:9]([CH3:11])[CH3:10])[N:5]=[C:4]([NH:12][C:13]2[CH:18]=[CH:17][C:16]([N:19]3[CH:23]=[C:22]([CH3:24])[N:21]=[CH:20]3)=[C:15]([O:25][CH3:26])[CH:14]=2)[N:3]=1.[Cl:27][C:28]1[CH:35]=[CH:34][C:31]([NH:32][CH3:33])=[CH:30][CH:29]=1, predict the reaction product. (2) Given the reactants [CH3:1][O:2][C:3]([C:5]1[S:6][C:7]([Br:11])=[CH:8][C:9]=1[NH2:10])=[O:4].CO[CH:14](OC)[N:15]([CH3:17])[CH3:16], predict the reaction product. The product is: [CH3:1][O:2][C:3]([C:5]1[S:6][C:7]([Br:11])=[CH:8][C:9]=1[N:10]=[CH:14][N:15]([CH3:17])[CH3:16])=[O:4]. (3) Given the reactants [Li]CC[CH2:4][CH3:5].[C:6](#[N:8])[CH3:7].[F:9][C:10]([F:16])([F:15])[C:11](=[O:14])[CH:12]=[CH2:13].S(=O)(=O)(O)[OH:18], predict the reaction product. The product is: [CH2:4]([O:18][CH:13]=[CH:12][C:11]([OH:14])([C:10]([F:16])([F:15])[F:9])[CH2:7][C:6]#[N:8])[CH3:5]. (4) Given the reactants Cl.C[O:3][C:4](=[O:10])[C@@H:5]1[CH2:9][CH2:8][CH2:7][NH:6]1.Cl[S:12]([C:15]1[CH:23]=[CH:22][C:18]([C:19](O)=O)=[CH:17][CH:16]=1)(=[O:14])=[O:13].C(=O)([O-])[O-].[Na+].[Na+].FC(F)(F)C(OC1C(F)=C(F)C(F)=C(F)C=1F)=O, predict the reaction product. The product is: [S:12]([N:6]1[CH2:7][CH2:8][CH2:9][C@H:5]1[C:4]([OH:3])=[O:10])([C:15]1[CH:23]=[CH:22][C:18]([CH3:19])=[CH:17][CH:16]=1)(=[O:14])=[O:13]. (5) The product is: [F:3][CH2:4][C:5]1([CH2:27][F:28])[CH:10]=[C:9]([C:29]([OH:32])=[O:31])[C:8]2[CH:19]=[C:20]([C:23]([F:24])([F:25])[F:26])[CH:21]=[CH:22][C:7]=2[O:6]1. Given the reactants [C]=O.[F:3][CH2:4][C:5]1([CH2:27][F:28])[CH:10]=[C:9](OS(C(F)(F)F)(=O)=O)[C:8]2[CH:19]=[C:20]([C:23]([F:26])([F:25])[F:24])[CH:21]=[CH:22][C:7]=2[O:6]1.[C:29]([O-:32])(=[O:31])C.[K+].[Cl-].[Li+].[OH-].[Na+].Cl, predict the reaction product. (6) Given the reactants [Cl:1][C:2]1[CH:22]=[CH:21][C:20]([Cl:23])=[CH:19][C:3]=1[CH2:4][N:5]1[C:9]([CH:10]=[O:11])=[C:8]([I:12])[N:7]=[C:6]1[C:13]1[CH:14]=[N:15][CH:16]=[CH:17][CH:18]=1.CC(=CC)C.Cl([O-])=[O:30].[Na+].P([O-])(O)(O)=O.[Na+].[Cl-].[Na+], predict the reaction product. The product is: [Cl:1][C:2]1[CH:22]=[CH:21][C:20]([Cl:23])=[CH:19][C:3]=1[CH2:4][N:5]1[C:9]([C:10]([OH:30])=[O:11])=[C:8]([I:12])[N:7]=[C:6]1[C:13]1[CH:14]=[N:15][CH:16]=[CH:17][CH:18]=1.